This data is from Catalyst prediction with 721,799 reactions and 888 catalyst types from USPTO. The task is: Predict which catalyst facilitates the given reaction. (1) Reactant: Br[C:2]1[CH:7]=[CH:6][C:5]([OH:8])=[C:4]([Cl:9])[C:3]=1[CH2:10][OH:11].C([Cu])#N.CN([CH:18]=[O:19])C.O. Product: [Cl:9][C:4]1[C:3]2[CH2:10][O:11][C:18](=[O:19])[C:2]=2[CH:7]=[CH:6][C:5]=1[OH:8]. The catalyst class is: 2. (2) Reactant: [NH2:1][C:2]1[C:11]([C:12]#[C:13][Si](C)(C)C)=[CH:10][C:5]([C:6]([O:8][CH3:9])=[O:7])=[C:4]([Cl:18])[CH:3]=1. Product: [Cl:18][C:4]1[CH:3]=[C:2]2[C:11]([CH:12]=[CH:13][NH:1]2)=[CH:10][C:5]=1[C:6]([O:8][CH3:9])=[O:7]. The catalyst class is: 122. (3) The catalyst class is: 3. Reactant: [NH:1]1[C:9]2[C:4](=[N:5][CH:6]=[CH:7][CH:8]=2)[CH:3]=[C:2]1[C:10]([NH2:12])=[O:11].[Cl:13][C:14]1[C:19]([Cl:20])=[CH:18][CH:17]=[CH:16][C:15]=1[S:21][S:21][C:15]1[CH:16]=[CH:17][CH:18]=[C:19]([Cl:20])[C:14]=1[Cl:13]. Product: [Cl:13][C:14]1[C:19]([Cl:20])=[CH:18][CH:17]=[CH:16][C:15]=1[S:21][C:3]1[C:4]2=[N:5][CH:6]=[CH:7][CH:8]=[C:9]2[NH:1][C:2]=1[C:10]([NH2:12])=[O:11]. (4) Reactant: [H-].[Al+3].[Li+].[H-].[H-].[H-].[NH:7]([S:14]([C:17]1[CH:26]=[CH:25][C:24]([O:27][CH3:28])=[C:23]2[C:18]=1[CH2:19][CH2:20][C@H:21]([NH:29][C:30](=O)OCC)[CH2:22]2)(=[O:16])=[O:15])[C:8]1[CH:13]=[CH:12][CH:11]=[CH:10][CH:9]=1. Product: [CH3:28][O:27][C:24]1[C:23]2[CH2:22][C@@H:21]([NH:29][CH3:30])[CH2:20][CH2:19][C:18]=2[C:17]([S:14]([NH:7][C:8]2[CH:9]=[CH:10][CH:11]=[CH:12][CH:13]=2)(=[O:15])=[O:16])=[CH:26][CH:25]=1. The catalyst class is: 1. (5) Reactant: [OH:1][CH2:2][C:3]1[CH:4]=[C:5]([CH:27]=[C:28]([C:30]([F:33])([F:32])[F:31])[CH:29]=1)[CH2:6][C:7]1[CH:8]=[C:9]2[C:13](=[CH:14][CH:15]=1)[CH2:12][C@H:11]([NH:16]C(=O)OCC1C=CC=CC=1)[CH2:10]2.[H][H]. The catalyst class is: 421. Product: [NH2:16][C@@H:11]1[CH2:10][C:9]2[C:13](=[CH:14][CH:15]=[C:7]([CH2:6][C:5]3[CH:4]=[C:3]([CH2:2][OH:1])[CH:29]=[C:28]([C:30]([F:31])([F:32])[F:33])[CH:27]=3)[CH:8]=2)[CH2:12]1. (6) The catalyst class is: 6. Product: [Cl:34][C:31]1[N:32]=[CH:27][N:28]=[C:25]([O:1][CH:2]2[CH2:3][CH2:4][N:5]([C:8]([O:10][C:11]([CH3:14])([CH3:13])[CH3:12])=[O:9])[CH2:6][CH2:7]2)[C:21]=1[CH3:22]. Reactant: [OH:1][CH:2]1[CH2:7][CH2:6][N:5]([C:8]([O:10][C:11]([CH3:14])([CH3:13])[CH3:12])=[O:9])[CH2:4][CH2:3]1.CC(C)([O-])C.[K+].[CH2:21]1[CH2:25]OC[CH2:22]1.Cl[CH:27]1[N:32](C)[C:31]([Cl:34])=CC=[N:28]1.